This data is from Reaction yield outcomes from USPTO patents with 853,638 reactions. The task is: Predict the reaction yield, written as a fraction of the theoretical maximum amount of product (1.0 means a 100% yield; for example, 0.34 means a 34% yield). (1) The reactants are [C:1]([C:4]1[C:9]([CH3:10])=[CH:8][C:7]([NH:11]C(=O)C)=[CH:6][C:5]=1[Cl:15])(=[O:3])[CH3:2].Cl.[OH-].[Na+]. The catalyst is C(O)C. The product is [NH2:11][C:7]1[CH:8]=[C:9]([CH3:10])[C:4]([C:1](=[O:3])[CH3:2])=[C:5]([Cl:15])[CH:6]=1. The yield is 0.880. (2) The reactants are [CH:1]1[C:6](=[O:7])[C:5]([OH:8])=[CH:4][O:3][C:2]=1[CH2:9]Cl.Cl. The catalyst is [Zn].O. The product is [OH:8][C:5]1[C:6](=[O:7])[CH:1]=[C:2]([CH3:9])[O:3][CH:4]=1. The yield is 0.650. (3) The reactants are [Cl:1][C:2]1[CH:3]=[C:4]([C:8]2[N:13]=[C:12]([CH2:14][C:15]3[CH:20]=[CH:19][C:18]([CH2:21][C:22]([O:24]C)=[O:23])=[CH:17][CH:16]=3)[CH:11]=[C:10]([CH2:26][CH3:27])[N:9]=2)[CH:5]=[CH:6][CH:7]=1.C1COCC1.O[Li].O. The catalyst is O. The product is [Cl:1][C:2]1[CH:3]=[C:4]([C:8]2[N:13]=[C:12]([CH2:14][C:15]3[CH:20]=[CH:19][C:18]([CH2:21][C:22]([OH:24])=[O:23])=[CH:17][CH:16]=3)[CH:11]=[C:10]([CH2:26][CH3:27])[N:9]=2)[CH:5]=[CH:6][CH:7]=1. The yield is 0.660.